This data is from Forward reaction prediction with 1.9M reactions from USPTO patents (1976-2016). The task is: Predict the product of the given reaction. Given the reactants C(OC([NH:11][C:12]1([PH:20]([NH:22][C:23]([CH:25]2[CH2:30][CH2:29][CH2:28][CH2:27][CH2:26]2)=[O:24])=[O:21])[CH2:17][CH2:16][CH2:15][N:14]([NH2:18])[C:13]1=[O:19])=O)C1C=CC=CC=1, predict the reaction product. The product is: [NH2:11][C:12]1([PH:20]([NH:22][C:23]([CH:25]2[CH2:30][CH2:29][CH2:28][CH2:27][CH2:26]2)=[O:24])=[O:21])[CH2:17][CH2:16][CH2:15][N:14]([NH2:18])[C:13]1=[O:19].